Dataset: Forward reaction prediction with 1.9M reactions from USPTO patents (1976-2016). Task: Predict the product of the given reaction. (1) Given the reactants Cl[C:2]([O:4][CH2:5][C:6]1[CH:11]=[CH:10][CH:9]=[CH:8][CH:7]=1)=[O:3].[NH:12]1[CH2:17][CH2:16][CH2:15][CH:14]([C:18]([O:20][CH2:21][CH3:22])=[O:19])[CH2:13]1.C(N(CC)CC)C, predict the reaction product. The product is: [N:12]1([C:2]([O:4][CH2:5][C:6]2[CH:11]=[CH:10][CH:9]=[CH:8][CH:7]=2)=[O:3])[CH2:17][CH2:16][CH2:15][CH:14]([C:18]([O:20][CH2:21][CH3:22])=[O:19])[CH2:13]1. (2) The product is: [ClH:49].[CH3:1][N:2]1[C:6]([CH3:7])=[C:5]([CH2:8][N:9]2[CH2:10][CH2:11][N:12]([C:15]3[C:20]([C:21]4[CH:26]=[CH:25][C:24]([CH2:27][O:28][C:38](=[O:43])[NH:37][CH3:36])=[CH:23][CH:22]=4)=[N:19][CH:18]=[CH:17][N:16]=3)[CH2:13][CH2:14]2)[CH:4]=[N:3]1. Given the reactants [CH3:1][N:2]1[C:6]([CH3:7])=[C:5]([CH2:8][N:9]2[CH2:14][CH2:13][N:12]([C:15]3[C:20]([C:21]4[CH:26]=[CH:25][C:24]([CH2:27][OH:28])=[CH:23][CH:22]=4)=[N:19][CH:18]=[CH:17][N:16]=3)[CH2:11][CH2:10]2)[CH:4]=[N:3]1.C([C:36]1[NH:37][CH:38]=CN=1)(C1NC=CN=1)=O.CN.[O:43]1CCCC1.C(Cl)[Cl:49], predict the reaction product.